This data is from Forward reaction prediction with 1.9M reactions from USPTO patents (1976-2016). The task is: Predict the product of the given reaction. (1) Given the reactants [CH2:1]([C:3]1[C:38]([F:39])=[C:37]([S:40]([CH3:43])(=[O:42])=[O:41])[CH:36]=[CH:35][C:4]=1[C:5]([N:7]1[CH2:13][C:12]2[CH:14]=[C:15]([C:18]3[S:22][C:21]([NH:23][CH2:24][CH2:25][N:26](C)[C:27](=O)OC(C)(C)C)=[N:20][CH:19]=3)[CH:16]=[CH:17][C:11]=2[O:10][CH2:9][CH2:8]1)=[O:6])[CH3:2].Cl, predict the reaction product. The product is: [CH2:1]([C:3]1[C:38]([F:39])=[C:37]([S:40]([CH3:43])(=[O:42])=[O:41])[CH:36]=[CH:35][C:4]=1[C:5]([N:7]1[CH2:13][C:12]2[CH:14]=[C:15]([C:18]3[S:22][C:21]([NH:23][CH2:24][CH2:25][NH:26][CH3:27])=[N:20][CH:19]=3)[CH:16]=[CH:17][C:11]=2[O:10][CH2:9][CH2:8]1)=[O:6])[CH3:2]. (2) Given the reactants Cl[CH2:2][CH2:3][C:4]([C:10]1[CH:15]=[CH:14][CH:13]=[CH:12][CH:11]=1)([OH:9])[CH2:5][C:6]([CH3:8])=[CH2:7].[Br:16][C:17]1[CH:22]=[CH:21][C:20]([C@@H:23]([N:25]=[C:26]=[O:27])[CH3:24])=[CH:19][CH:18]=1.C1CCN2C(=NCCC2)CC1, predict the reaction product. The product is: [Br:16][C:17]1[CH:18]=[CH:19][C:20]([C@@H:23]([N:25]2[CH2:2][CH2:3][C@:4]([CH2:5][C:6]([CH3:8])=[CH2:7])([C:10]3[CH:15]=[CH:14][CH:13]=[CH:12][CH:11]=3)[O:9][C:26]2=[O:27])[CH3:24])=[CH:21][CH:22]=1. (3) The product is: [CH3:1][O:2][CH2:3][CH2:4][C:5]1[CH:20]=[CH:19][C:8]([O:9]/[CH:10]=[CH:11]\[C:12]([OH:14])=[O:13])=[CH:7][CH:6]=1. Given the reactants [CH3:1][O:2][CH2:3][CH2:4][C:5]1[CH:20]=[CH:19][C:8]([O:9]/[CH:10]=[CH:11]\[C:12]([O:14]C(C)(C)C)=[O:13])=[CH:7][CH:6]=1.Cl, predict the reaction product. (4) Given the reactants [C:1]1([S:7]([N:10]2[C:18]3[C:13](=[CH:14][CH:15]=[C:16]([O:19][CH3:20])[CH:17]=3)[CH:12]=[C:11]2[Sn](CCCC)(CCCC)CCCC)(=[O:9])=[O:8])[CH:6]=[CH:5][CH:4]=[CH:3][CH:2]=1.Br[C:35]1[CH:40]=[CH:39][C:38]([O:41][CH3:42])=[CH:37][C:36]=1[N+:43]([O-:45])=[O:44], predict the reaction product. The product is: [C:1]1([S:7]([N:10]2[C:18]3[C:13](=[CH:14][CH:15]=[C:16]([O:19][CH3:20])[CH:17]=3)[CH:12]=[C:11]2[C:35]2[CH:40]=[CH:39][C:38]([O:41][CH3:42])=[CH:37][C:36]=2[N+:43]([O-:45])=[O:44])(=[O:9])=[O:8])[CH:6]=[CH:5][CH:4]=[CH:3][CH:2]=1. (5) Given the reactants [CH:1]([C:4]1[CH:9]=[CH:8][C:7]([C:10]2[C:15](OS(C(F)(F)F)(=O)=O)=[CH:14][CH:13]=[C:12]([CH2:24][C:25]([O:27][CH3:28])=[O:26])[CH:11]=2)=[CH:6][CH:5]=1)([CH3:3])[CH3:2].[F:29][C:30]([F:41])([F:40])[C:31]1[CH:36]=[CH:35][C:34](B(O)O)=[CH:33][CH:32]=1.ClCCl.P([O-])([O-])([O-])=O.[K+].[K+].[K+], predict the reaction product. The product is: [CH:1]([C:4]1[CH:5]=[CH:6][C:7]([C:10]2[CH:11]=[C:12]([CH2:24][C:25]([O:27][CH3:28])=[O:26])[CH:13]=[CH:14][C:15]=2[C:34]2[CH:35]=[CH:36][C:31]([C:30]([F:41])([F:40])[F:29])=[CH:32][CH:33]=2)=[CH:8][CH:9]=1)([CH3:3])[CH3:2]. (6) Given the reactants [Cl:1][C:2]1[CH:3]=[C:4]([C:9]2([C:27]([F:30])([F:29])[F:28])[O:13][N:12]=[C:11]([C:14]3[CH:19]=[CH:18][C:17]([C:20](=O)[CH2:21][CH:22]([CH3:24])[CH3:23])=[C:16]([CH3:26])[CH:15]=3)[CH2:10]2)[CH:5]=[C:6]([Cl:8])[CH:7]=1.Cl.[NH2:32][OH:33].Cl, predict the reaction product. The product is: [Cl:1][C:2]1[CH:3]=[C:4]([C:9]2([C:27]([F:30])([F:29])[F:28])[O:13][N:12]=[C:11]([C:14]3[CH:19]=[CH:18][C:17]([C:20](=[N:32][OH:33])[CH2:21][CH:22]([CH3:24])[CH3:23])=[C:16]([CH3:26])[CH:15]=3)[CH2:10]2)[CH:5]=[C:6]([Cl:8])[CH:7]=1. (7) Given the reactants O.C[Si]([Cl:6])(C)C.[CH3:7][N:8]([CH2:10][CH:11]1[CH2:17][CH2:16][CH:15]2[CH:13]([CH2:14]2)[C:12]1([C:19]1[CH:24]=[C:23]([OH:25])[CH:22]=[C:21]([F:26])[CH:20]=1)[OH:18])[CH3:9], predict the reaction product. The product is: [ClH:6].[CH3:9][N:8]([CH2:10][CH:11]1[CH2:17][CH2:16][CH:15]2[CH:13]([CH2:14]2)[C:12]1([C:19]1[CH:24]=[C:23]([OH:25])[CH:22]=[C:21]([F:26])[CH:20]=1)[OH:18])[CH3:7]. (8) The product is: [Br:18][CH2:19][C:20]([N:2]([C:3]1[CH:4]=[CH:5][C:6]([N+:9]([O-:11])=[O:10])=[CH:7][CH:8]=1)[CH3:1])=[O:21]. Given the reactants [CH3:1][NH:2][C:3]1[CH:8]=[CH:7][C:6]([N+:9]([O-:11])=[O:10])=[CH:5][CH:4]=1.C(=O)([O-])[O-].[Li+].[Li+].[Br:18][CH2:19][C:20](Br)=[O:21], predict the reaction product.